From a dataset of Reaction yield outcomes from USPTO patents with 853,638 reactions. Predict the reaction yield, written as a fraction of the theoretical maximum amount of product (1.0 means a 100% yield; for example, 0.34 means a 34% yield). (1) The reactants are Br[C:2]1[CH:3]=[C:4]([N+:8]([O-:10])=[O:9])[CH:5]=[CH:6][CH:7]=1.[NH:11]1[CH2:15][CH2:14][CH2:13][CH2:12]1.CC(C)([O-])C.[Na+]. The catalyst is C1(C)C=CC=CC=1. The product is [N+:8]([C:4]1[CH:3]=[C:2]([N:11]2[CH2:15][CH2:14][CH2:13][CH2:12]2)[CH:7]=[CH:6][CH:5]=1)([O-:10])=[O:9]. The yield is 0.790. (2) The reactants are [Cl:1][C:2]1[CH:7]=[C:6]([NH2:8])[CH:5]=[CH:4][C:3]=1[NH:9][C:10]([CH3:21])([CH3:20])[CH2:11][C:12]1[CH:17]=[CH:16][C:15]([Cl:18])=[C:14]([F:19])[CH:13]=1.C[Al](C)C.N#N.FC1C=C(C=CC=1)O[CH2:33][C:34]([NH:36]/[C:37](/[CH3:43])=[CH:38]\[C:39](OC)=[O:40])=O. The catalyst is C1(C)C=CC=CC=1. The product is [Cl:1][C:2]1[CH:7]=[C:6]([N:8]2[C:39](=[O:40])[CH:38]=[C:37]([CH3:43])[N:36]=[C:34]2[CH3:33])[CH:5]=[CH:4][C:3]=1[NH:9][C:10]([CH3:21])([CH3:20])[CH2:11][C:12]1[CH:17]=[CH:16][C:15]([Cl:18])=[C:14]([F:19])[CH:13]=1. The yield is 0.337. (3) The reactants are [CH3:1][CH2:2][O:3][C:4]([C:6]1[NH:7][C:8]2[C:13]([CH:14]=1)=[CH:12][C:11]([C:15]([OH:17])=O)=[CH:10][CH:9]=2)=[O:5].[N:18]1([C:25]([O:27][C:28]([CH3:31])([CH3:30])[CH3:29])=[O:26])[CH2:24][CH2:23][CH2:22][NH:21][CH2:20][CH2:19]1.ON1C2C=CC=CC=2N=N1.Cl.CN(C)CCCN=C=NCC. The catalyst is CN(C=O)C. The yield is 0.940. The product is [CH2:2]([O:3][C:4]([C:6]1[NH:7][C:8]2[C:13]([CH:14]=1)=[CH:12][C:11]([C:15]([N:21]1[CH2:22][CH2:23][CH2:24][N:18]([C:25]([O:27][C:28]([CH3:31])([CH3:30])[CH3:29])=[O:26])[CH2:19][CH2:20]1)=[O:17])=[CH:10][CH:9]=2)=[O:5])[CH3:1]. (4) The reactants are [Cl:1][C:2]1[CH:7]=[CH:6][C:5]([Cl:8])=[CH:4][C:3]=1[NH:9][C:10]1[N:15]2[N:16]=[CH:17][C:18]([S:19](O)(=[O:21])=[O:20])=[C:14]2[N:13]=[CH:12][C:11]=1[C:23]([N:25]1[CH2:30][CH2:29][CH:28]([C:31]2[CH:36]=[CH:35][C:34]([F:37])=[CH:33][CH:32]=2)[CH2:27][CH2:26]1)=[O:24].Cl.[CH3:39][O:40][NH2:41]. No catalyst specified. The product is [Cl:1][C:2]1[CH:7]=[CH:6][C:5]([Cl:8])=[CH:4][C:3]=1[NH:9][C:10]1[N:15]2[N:16]=[CH:17][C:18]([S:19]([NH:41][O:40][CH3:39])(=[O:21])=[O:20])=[C:14]2[N:13]=[CH:12][C:11]=1[C:23]([N:25]1[CH2:26][CH2:27][CH:28]([C:31]2[CH:36]=[CH:35][C:34]([F:37])=[CH:33][CH:32]=2)[CH2:29][CH2:30]1)=[O:24]. The yield is 0.440. (5) The reactants are [CH3:1][O:2][C:3](=[O:30])[C:4]([C:7]1[CH:12]=[CH:11][C:10]([CH2:13][CH2:14][N:15]2[CH2:20][CH2:19][CH:18]([C:21]3[NH:25][C:24]4[CH:26]=[CH:27][CH:28]=[CH:29][C:23]=4[N:22]=3)[CH2:17][CH2:16]2)=[CH:9][CH:8]=1)([CH3:6])[CH3:5].CC(C)([O-])C.[K+].[CH2:37]([O:39][CH2:40][CH2:41]CS([O-])(=O)=O)[CH3:38].CN(C=O)C. The catalyst is C(OC(=O)C)C.O. The product is [CH3:1][O:2][C:3](=[O:30])[C:4]([C:7]1[CH:12]=[CH:11][C:10]([CH2:13][CH2:14][N:15]2[CH2:16][CH2:17][CH:18]([C:21]3[N:22]([CH2:38][CH2:37][O:39][CH2:40][CH3:41])[C:23]4[CH:29]=[CH:28][CH:27]=[CH:26][C:24]=4[N:25]=3)[CH2:19][CH2:20]2)=[CH:9][CH:8]=1)([CH3:5])[CH3:6]. The yield is 0.850. (6) The reactants are [CH2:1]([O:3][C:4](=[O:30])[C:5]([O:27][CH2:28][CH3:29])=[CH:6][C:7]1[CH:12]=[CH:11][C:10]([O:13][CH2:14][CH2:15][C:16]2[CH:21]=[CH:20][C:19]([O:22][S:23]([CH3:26])(=[O:25])=[O:24])=[CH:18][CH:17]=2)=[CH:9][CH:8]=1)[CH3:2]. The catalyst is C(OCC)(=O)C.[Pd]. The product is [CH2:1]([O:3][C:4](=[O:30])[CH:5]([O:27][CH2:28][CH3:29])[CH2:6][C:7]1[CH:8]=[CH:9][C:10]([O:13][CH2:14][CH2:15][C:16]2[CH:21]=[CH:20][C:19]([O:22][S:23]([CH3:26])(=[O:25])=[O:24])=[CH:18][CH:17]=2)=[CH:11][CH:12]=1)[CH3:2]. The yield is 0.980.